This data is from Forward reaction prediction with 1.9M reactions from USPTO patents (1976-2016). The task is: Predict the product of the given reaction. (1) Given the reactants [N:1]1[CH:6]=[CH:5][CH:4]=[CH:3][C:2]=1[C:7]1[N:15]2[C:10]([CH:11]=[CH:12][CH:13]=[CH:14]2)=[CH:9][C:8]=1[C:16]#[N:17].[CH3:18][CH2:19][Mg+].[Br-].[BH4-].[Na+], predict the reaction product. The product is: [N:1]1[CH:6]=[CH:5][CH:4]=[CH:3][C:2]=1[C:7]1[N:15]2[C:10]([CH:11]=[CH:12][CH:13]=[CH:14]2)=[CH:9][C:8]=1[CH:16]([NH2:17])[CH2:18][CH3:19]. (2) Given the reactants [OH:1][C@@H:2]([CH:6]([CH3:8])[CH3:7])[C:3](O)=[O:4].Cl.[N:10]1[CH:15]=[CH:14][N:13]=[CH:12][C:11]=1[NH:16][C:17](=[O:23])[CH:18]([NH2:22])[CH2:19][CH2:20][CH3:21].C1C=CC2N(O)N=NC=2C=1.CCN=C=NCCCN(C)C.Cl, predict the reaction product. The product is: [N:10]1[CH:15]=[CH:14][N:13]=[CH:12][C:11]=1[NH:16][C:17](=[O:23])[CH:18]([NH:22][C:3](=[O:4])[CH:2]([OH:1])[CH:6]([CH3:8])[CH3:7])[CH2:19][CH2:20][CH3:21].